This data is from Forward reaction prediction with 1.9M reactions from USPTO patents (1976-2016). The task is: Predict the product of the given reaction. (1) The product is: [NH2:6][C:7]1[C:12]2=[C:13]([C:26]3[CH:31]=[CH:30][C:29]([NH:32][C:33]([NH:35][C:36]4[CH:41]=[C:40]([C:42]([F:45])([F:44])[F:43])[CH:39]=[CH:38][C:37]=4[F:46])=[O:34])=[CH:28][CH:27]=3)[C:14]([C:16]3[O:17][CH:18]=[C:19]([C:21]([O:23][CH2:24][CH3:25])=[O:22])[N:20]=3)=[CH:15][N:11]2[N:10]=[CH:9][N:8]=1. Given the reactants C1COCC1.[NH2:6][C:7]1[C:12]2=[C:13]([C:26]3[CH:31]=[CH:30][C:29]([NH:32][C:33]([NH:35][C:36]4[CH:41]=[C:40]([C:42]([F:45])([F:44])[F:43])[CH:39]=[CH:38][C:37]=4[F:46])=[O:34])=[CH:28][CH:27]=3)[C:14]([C:16]3[O:17][CH2:18][CH:19]([C:21]([O:23][CH2:24][CH3:25])=[O:22])[N:20]=3)=[CH:15][N:11]2[N:10]=[CH:9][N:8]=1.C1CCN2C(=NCCC2)CC1.BrC(Cl)(Cl)Cl, predict the reaction product. (2) The product is: [C:1]([O:5][C:6](=[O:29])[NH:7][C@@H:8]1[CH2:13][CH2:12][CH2:11][N:10]([C:14]2[C:19]([NH2:20])=[C:18]([NH:23][CH3:24])[N:17]=[C:16]([C:25]([O:27][CH3:28])=[O:26])[CH:15]=2)[CH2:9]1)([CH3:4])([CH3:3])[CH3:2]. Given the reactants [C:1]([O:5][C:6](=[O:29])[NH:7][C@@H:8]1[CH2:13][CH2:12][CH2:11][N:10]([C:14]2[C:19]([N+:20]([O-])=O)=[C:18]([NH:23][CH3:24])[N:17]=[C:16]([C:25]([O:27][CH3:28])=[O:26])[CH:15]=2)[CH2:9]1)([CH3:4])([CH3:3])[CH3:2].[H][H], predict the reaction product. (3) Given the reactants [CH3:1][O:2][C:3]1[CH:10]=[CH:9][C:6]([CH2:7][NH2:8])=[CH:5][CH:4]=1.[Br:11][CH2:12][C:13](Br)=[O:14].C(N(CC)CC)C.O, predict the reaction product. The product is: [Br:11][CH2:12][C:13]([NH:8][CH2:7][C:6]1[CH:9]=[CH:10][C:3]([O:2][CH3:1])=[CH:4][CH:5]=1)=[O:14]. (4) Given the reactants [C:1]([O:5][C@@H:6]([C:11]1[C:40]([CH3:41])=[CH:39][C:38]2=[N:42][C:35]3=[CH:36][N:37]2[C:12]=1[N:13]1[CH2:47][CH2:46][C:16]([CH3:48])([O:17][CH2:18][CH2:19][CH2:20][CH2:21][C@H:22]([CH3:45])[O:23][C:24]2[C:25]([F:44])=[CH:26][CH:27]=[CH:28][C:29]=2[C:30]2[CH:43]=[C:34]3[CH:33]=[CH:32][CH:31]=2)[CH2:15][CH2:14]1)[C:7]([O:9]C)=[O:8])([CH3:4])([CH3:3])[CH3:2].C(O[C@@H](C1C(C)=CC2=NC3=C(Cl)N2C=1N1CCC(C)(OCCCC[C@H](C)OC2C=CC(C)=CC=2C2C=C3C=CC=2)CC1)C(O)=O)(C)(C)C, predict the reaction product. The product is: [C:1]([O:5][C@@H:6]([C:11]1[C:40]([CH3:41])=[CH:39][C:38]2=[N:42][C:35]3=[CH:36][N:37]2[C:12]=1[N:13]1[CH2:14][CH2:15][C:16]([CH3:48])([O:17][CH2:18][CH2:19][CH2:20][CH2:21][C@H:22]([CH3:45])[O:23][C:24]2[C:25]([F:44])=[CH:26][CH:27]=[CH:28][C:29]=2[C:30]2[CH:43]=[C:34]3[CH:33]=[CH:32][CH:31]=2)[CH2:46][CH2:47]1)[C:7]([OH:9])=[O:8])([CH3:4])([CH3:2])[CH3:3]. (5) Given the reactants [NH:1]1[C:9]2[C:4](=[CH:5][CH:6]=[CH:7][CH:8]=2)[C@:3]2([CH2:13][O:12][C:11]3[CH:14]=[C:15]4[C:19](=[CH:20][C:10]2=3)[CH2:18][CH2:17][O:16]4)[C:2]1=[O:21].N1C2C(=CC=CC=2)C2(COC3C=C4C(=CC2=3)CCO4)C1=O.Br[CH2:44][C:45]1[O:46][C:47]([C:50]([F:53])([F:52])[F:51])=[CH:48][CH:49]=1.ClCC1C=NC(OC)=NC=1, predict the reaction product. The product is: [F:51][C:50]([F:53])([F:52])[C:47]1[O:46][C:45]([CH2:44][N:1]2[C:9]3[C:4](=[CH:5][CH:6]=[CH:7][CH:8]=3)[C@:3]3([CH2:13][O:12][C:11]4[CH:14]=[C:15]5[C:19](=[CH:20][C:10]3=4)[CH2:18][CH2:17][O:16]5)[C:2]2=[O:21])=[CH:49][CH:48]=1.